Dataset: Peptide-MHC class II binding affinity with 134,281 pairs from IEDB. Task: Regression. Given a peptide amino acid sequence and an MHC pseudo amino acid sequence, predict their binding affinity value. This is MHC class II binding data. (1) The peptide sequence is AEAPAAAAAPEEQVQ. The MHC is HLA-DQA10102-DQB10502 with pseudo-sequence HLA-DQA10102-DQB10502. The binding affinity (normalized) is 0.0771. (2) The peptide sequence is TGNIVSSVNMISRML. The MHC is DRB1_0401 with pseudo-sequence DRB1_0401. The binding affinity (normalized) is 0.982.